This data is from Full USPTO retrosynthesis dataset with 1.9M reactions from patents (1976-2016). The task is: Predict the reactants needed to synthesize the given product. (1) Given the product [OH:28][CH2:27][C@H:24]1[CH2:25][CH2:26][N:22]([C:3]2[C:2]([C:31]3[CH:30]=[N:29][CH:34]=[CH:33][CH:32]=3)=[CH:21][C:6]([C:7]([NH:9][C:10]3[CH:15]=[CH:14][C:13]([O:16][C:17]([F:20])([F:19])[F:18])=[CH:12][CH:11]=3)=[O:8])=[CH:5][N:4]=2)[CH2:23]1, predict the reactants needed to synthesize it. The reactants are: Br[C:2]1[C:3]([N:22]2[CH2:26][CH2:25][C@H:24]([CH2:27][OH:28])[CH2:23]2)=[N:4][CH:5]=[C:6]([CH:21]=1)[C:7]([NH:9][C:10]1[CH:15]=[CH:14][C:13]([O:16][C:17]([F:20])([F:19])[F:18])=[CH:12][CH:11]=1)=[O:8].[N:29]1[CH:34]=[CH:33][CH:32]=[C:31](B(O)O)[CH:30]=1. (2) Given the product [Br:1][C:2]1[CH:10]=[CH:9][C:5]([C:6]([O:8][C:15]([CH3:18])([CH3:17])[CH3:16])=[O:7])=[CH:4][C:3]=1[CH3:11], predict the reactants needed to synthesize it. The reactants are: [Br:1][C:2]1[CH:10]=[CH:9][C:5]([C:6]([OH:8])=[O:7])=[CH:4][C:3]=1[CH3:11].C(OC(O[C:15]([CH3:18])([CH3:17])[CH3:16])=O)(O[C:15]([CH3:18])([CH3:17])[CH3:16])=O. (3) Given the product [OH:4][CH2:5][C:6]1[C:7]([N:33]2[CH2:45][CH2:44][N:36]3[C:37]4[CH2:38][CH2:39][CH2:40][CH2:41][C:42]=4[CH:43]=[C:35]3[C:34]2=[O:46])=[N:8][CH:9]=[CH:10][C:11]=1[C:12]1[CH:17]=[C:16]([NH:18][C:19]2[CH:24]=[CH:23][C:22]([N:25]3[CH2:30][CH2:29][NH:28][CH2:27][CH2:26]3)=[CH:21][N:20]=2)[C:15](=[O:31])[N:14]([CH3:32])[CH:13]=1, predict the reactants needed to synthesize it. The reactants are: C([O:4][CH2:5][C:6]1[C:7]([N:33]2[CH2:45][CH2:44][N:36]3[C:37]4[CH2:38][CH2:39][CH2:40][CH2:41][C:42]=4[CH:43]=[C:35]3[C:34]2=[O:46])=[N:8][CH:9]=[CH:10][C:11]=1[C:12]1[CH:17]=[C:16]([NH:18][C:19]2[CH:24]=[CH:23][C:22]([N:25]3[CH2:30][CH2:29][NH:28][CH2:27][CH2:26]3)=[CH:21][N:20]=2)[C:15](=[O:31])[N:14]([CH3:32])[CH:13]=1)(=O)C.[Li+].[OH-]. (4) The reactants are: [C:1]([O:5][C:6]([N:8]1[CH2:13][CH2:12][CH2:11][CH:10]([C:14]2[CH:19]=[CH:18][CH:17]=[CH:16][CH:15]=2)[CH:9]1[C:20](O)=[O:21])=[O:7])([CH3:4])([CH3:3])[CH3:2].[NH:23]1[C:31]2[C:26](=[CH:27][C:28]([NH2:32])=[CH:29][CH:30]=2)[CH:25]=[N:24]1.CN(C(ON1N=NC2C=CC=NC1=2)=[N+](C)C)C.F[P-](F)(F)(F)(F)F.CCN(C(C)C)C(C)C. Given the product [NH:23]1[C:31]2[C:26](=[CH:27][C:28]([NH:32][C:20]([CH:9]3[CH:10]([C:14]4[CH:19]=[CH:18][CH:17]=[CH:16][CH:15]=4)[CH2:11][CH2:12][CH2:13][N:8]3[C:6]([O:5][C:1]([CH3:4])([CH3:3])[CH3:2])=[O:7])=[O:21])=[CH:29][CH:30]=2)[CH:25]=[N:24]1, predict the reactants needed to synthesize it. (5) Given the product [CH3:7][O:8][C:9]1[CH:10]=[CH:11][C:12]([CH2:13][N:14]2[C:23]3[C:18](=[CH:19][C:20]([B:24]([OH:28])[OH:25])=[CH:21][CH:22]=3)[CH:17]=[CH:16][C:15]2=[O:33])=[CH:34][CH:35]=1, predict the reactants needed to synthesize it. The reactants are: I([O-])(=O)(=O)=O.[Na+].[CH3:7][O:8][C:9]1[CH:35]=[CH:34][C:12]([CH2:13][N:14]2[C:23]3[C:18](=[CH:19][C:20]([B:24]4[O:28]C(C)(C)C(C)(C)[O:25]4)=[CH:21][CH:22]=3)[CH:17]=[CH:16][C:15]2=[O:33])=[CH:11][CH:10]=1.Cl.